The task is: Regression/Classification. Given a drug SMILES string, predict its toxicity properties. Task type varies by dataset: regression for continuous values (e.g., LD50, hERG inhibition percentage) or binary classification for toxic/non-toxic outcomes (e.g., AMES mutagenicity, cardiotoxicity, hepatotoxicity). Dataset: ld50_zhu.. This data is from Acute oral toxicity (LD50) regression data from Zhu et al.. (1) The compound is COc1ccccc1OCC(O)COC(N)=O. The rat oral LD50 is 2.26, given as -log10 of the dose in mol/kg body weight (higher means more acutely toxic). (2) The molecule is NC(=S)NC(=S)Nc1ccccc1. The rat oral LD50 is 2.93, given as -log10 of the dose in mol/kg body weight (higher means more acutely toxic). (3) The molecule is Cc1cc(C2(c3ccc(O)c(C)c3)C(=O)Nc3ccccc32)ccc1O. The rat oral LD50 is 2.82, given as -log10 of the dose in mol/kg body weight (higher means more acutely toxic). (4) The rat oral LD50 is 1.98, given as -log10 of the dose in mol/kg body weight (higher means more acutely toxic). The molecule is CC(C)(C)c1ccc(C(O)CCCN2CCC(C(O)(c3ccccc3)c3ccccc3)CC2)cc1. (5) The compound is CC(=O)C=CC(C)C. The rat oral LD50 is 1.90, given as -log10 of the dose in mol/kg body weight (higher means more acutely toxic). (6) The compound is CCOC(=O)CC(SP(=O)(OC)OC)C(=O)OCC. The rat oral LD50 is 3.30, given as -log10 of the dose in mol/kg body weight (higher means more acutely toxic). (7) The drug is CC(C)c1ccc(CO)cc1. The rat oral LD50 is 2.17, given as -log10 of the dose in mol/kg body weight (higher means more acutely toxic). (8) The compound is CCCCOC(=O)C(Cl)(Cl)C(Cl)=C(Cl)Cl. The rat oral LD50 is 2.18, given as -log10 of the dose in mol/kg body weight (higher means more acutely toxic).